Predict the product of the given reaction. From a dataset of Forward reaction prediction with 1.9M reactions from USPTO patents (1976-2016). (1) Given the reactants [CH2:1]([OH:6])[CH2:2][CH:3](O)[CH3:4].[CH3:7][S:8]([OH:11])(=[O:10])=[O:9], predict the reaction product. The product is: [CH3:7][S:8]([O:6][CH2:1][CH2:2][CH2:3][CH2:4][O:9][S:8]([CH3:7])(=[O:11])=[O:10])(=[O:10])=[O:9]. (2) The product is: [Si:17]([O:7][CH2:1][CH2:2][CH2:3][CH:4]([CH3:5])[OH:6])([C:13]([CH3:16])([CH3:15])[CH3:14])([C:24]1[CH:25]=[CH:26][CH:27]=[CH:28][CH:29]=1)[C:18]1[CH:23]=[CH:22][CH:21]=[CH:20][CH:19]=1. Given the reactants [CH2:1]([OH:7])[CH2:2][CH2:3][CH:4]([OH:6])[CH3:5].N1C=CN=C1.[C:13]([Si:17](Cl)([C:24]1[CH:29]=[CH:28][CH:27]=[CH:26][CH:25]=1)[C:18]1[CH:23]=[CH:22][CH:21]=[CH:20][CH:19]=1)([CH3:16])([CH3:15])[CH3:14].C(OCC)C, predict the reaction product. (3) Given the reactants N[C:2]1[N:6]([C:7]2[CH:12]=[CH:11][CH:10]=[CH:9][N:8]=2)[N:5]=[CH:4][C:3]=1[C:13]([O:15][CH2:16][CH3:17])=[O:14].[Cl:18]N1C(=O)CCC1=O.N(OC(C)(C)C)=O, predict the reaction product. The product is: [Cl:18][C:2]1[N:6]([C:7]2[CH:12]=[CH:11][CH:10]=[CH:9][N:8]=2)[N:5]=[CH:4][C:3]=1[C:13]([O:15][CH2:16][CH3:17])=[O:14]. (4) Given the reactants [NH2:1][CH:2]1[CH2:6][N:5]([CH2:7][C:8]2[CH:13]=[CH:12][CH:11]=[CH:10][CH:9]=2)[CH:4]([C:14]([N:16]2[CH2:21][CH2:20][N:19]([C:22]3[CH:29]=[CH:28][CH:27]=[CH:26][C:23]=3[C:24]#[N:25])[CH2:18][CH2:17]2)=[O:15])[CH2:3]1.[Cl:30][C:31]1[CH:39]=[CH:38][CH:37]=[C:36]([Cl:40])[C:32]=1[C:33](Cl)=[O:34], predict the reaction product. The product is: [CH2:7]([N:5]1[C@H:4]([C:14]([N:16]2[CH2:17][CH2:18][N:19]([C:22]3[CH:29]=[CH:28][CH:27]=[CH:26][C:23]=3[C:24]#[N:25])[CH2:20][CH2:21]2)=[O:15])[CH2:3][C@H:2]([NH:1][C:33](=[O:34])[C:32]2[C:31]([Cl:30])=[CH:39][CH:38]=[CH:37][C:36]=2[Cl:40])[CH2:6]1)[C:8]1[CH:13]=[CH:12][CH:11]=[CH:10][CH:9]=1. (5) Given the reactants [Si:1]([O:8][C@@H:9]1[C@@:26]2([CH3:27])[C:13](=[CH:14][CH:15]=[C:16]3[C@@H:25]2[CH2:24][CH2:23][C@@:21]2([CH3:22])[C@H:17]3[CH2:18][CH:19]=[C:20]2[CH2:28][O:29][CH2:30]C(OC(C)(C)C)=O)[CH2:12][C@@H:11]([O:38][Si:39]([C:42]([CH3:45])([CH3:44])[CH3:43])([CH3:41])[CH3:40])[CH2:10]1)([C:4]([CH3:7])([CH3:6])[CH3:5])([CH3:3])[CH3:2].[CH3:46][Mg]Br.[O:49]1[CH2:53][CH2:52]CC1.[Cl-].[NH4+].O, predict the reaction product. The product is: [Si:1]([O:8][C@@H:9]1[C@@:26]2([CH3:27])[C:13](=[CH:14][CH:15]=[C:16]3[C@@H:25]2[CH2:24][CH2:23][C@@:21]2([CH3:22])[C@H:17]3[CH2:18][CH:19]=[C:20]2[CH2:28][O:29][CH2:30][C:53]([OH:49])([CH3:52])[CH3:46])[CH2:12][C@@H:11]([O:38][Si:39]([C:42]([CH3:44])([CH3:45])[CH3:43])([CH3:40])[CH3:41])[CH2:10]1)([C:4]([CH3:5])([CH3:6])[CH3:7])([CH3:2])[CH3:3]. (6) Given the reactants [CH3:1][C:2]1[CH:3]=[C:4]([NH:16][C:17]2[C:27]3[CH:26]=[C:25]([C:28]([OH:30])=O)[CH2:24][CH2:23][NH:22][C:21]=3[N:20]=[CH:19][N:18]=2)[CH:5]=[CH:6][C:7]=1[O:8][C:9]1[CH:10]=[N:11][C:12]([CH3:15])=[CH:13][CH:14]=1.[NH2:31][CH2:32][CH2:33][O:34][CH2:35][CH2:36][OH:37].Cl.C(N=C=NCCCN(C)C)C.O.ON1C2C=CC=CC=2N=N1, predict the reaction product. The product is: [OH:37][CH2:36][CH2:35][O:34][CH2:33][CH2:32][NH:31][C:28]([C:25]1[CH2:24][CH2:23][NH:22][C:21]2[N:20]=[CH:19][N:18]=[C:17]([NH:16][C:4]3[CH:5]=[CH:6][C:7]([O:8][C:9]4[CH:10]=[N:11][C:12]([CH3:15])=[CH:13][CH:14]=4)=[C:2]([CH3:1])[CH:3]=3)[C:27]=2[CH:26]=1)=[O:30]. (7) The product is: [Cl:11][C:12]1[CH:17]=[CH:16][C:15]([C:2]2[C:3]([CH:4]=[O:5])=[CH:6][C:7]([OH:10])=[CH:8][CH:9]=2)=[CH:14][CH:13]=1. Given the reactants Br[C:2]1[CH:9]=[CH:8][C:7]([OH:10])=[CH:6][C:3]=1[CH:4]=[O:5].[Cl:11][C:12]1[CH:17]=[CH:16][C:15](B(O)O)=[CH:14][CH:13]=1.C(O)C.C([O-])([O-])=O.[Na+].[Na+], predict the reaction product.